Task: Predict which catalyst facilitates the given reaction.. Dataset: Catalyst prediction with 721,799 reactions and 888 catalyst types from USPTO Reactant: [C:1]([C:3]1[CH:8]=[CH:7][C:6]([C@H:9]([OH:23])[CH2:10][N:11]2[CH2:16][CH2:15][CH2:14][C@H:13]([CH2:17][C:18]([O:20][CH2:21][CH3:22])=[O:19])[CH2:12]2)=[CH:5][CH:4]=1)#[N:2].CCN(C(C)C)C(C)C.FC(F)(F)S(O[Si:39]([C:42]([CH3:45])([CH3:44])[CH3:43])([CH3:41])[CH3:40])(=O)=O. Product: [Si:39]([O:23][C@@H:9]([C:6]1[CH:5]=[CH:4][C:3]([C:1]#[N:2])=[CH:8][CH:7]=1)[CH2:10][N:11]1[CH2:16][CH2:15][CH2:14][C@H:13]([CH2:17][C:18]([O:20][CH2:21][CH3:22])=[O:19])[CH2:12]1)([C:42]([CH3:45])([CH3:44])[CH3:43])([CH3:41])[CH3:40]. The catalyst class is: 2.